This data is from Reaction yield outcomes from USPTO patents with 853,638 reactions. The task is: Predict the reaction yield, written as a fraction of the theoretical maximum amount of product (1.0 means a 100% yield; for example, 0.34 means a 34% yield). (1) The reactants are [N:1]1([CH:6]([CH3:12])C(OCC)=O)[CH:5]=[CH:4][N:3]=[N:2]1.[H-].[Al+3].[Li+].[H-].[H-].[H-].[OH-].[Na+].C1C[O:24][CH2:23]C1. No catalyst specified. The product is [N:1]1([CH2:6][CH2:12][CH2:23][OH:24])[CH:5]=[CH:4][N:3]=[N:2]1. The yield is 0.920. (2) The reactants are [N+](=[CH:3][C:4](=[O:11])[CH2:5][C:6]([O:8][CH2:9][CH3:10])=[O:7])=[N-].[N+:12]([C:15]1[CH:23]=[CH:22][CH:21]=[CH:20][C:16]=1[C:17]([NH2:19])=[O:18])([O-:14])=[O:13].O.C(OCC)(=O)C. The catalyst is C(Cl)Cl. The product is [CH2:9]([O:8][C:6](=[O:7])[CH:5]([NH:19][C:17](=[O:18])[C:16]1[CH:20]=[CH:21][CH:22]=[CH:23][C:15]=1[N+:12]([O-:14])=[O:13])[C:4](=[O:11])[CH3:3])[CH3:10]. The yield is 0.770. (3) The reactants are [C:1]1([C:7]2[NH:18][C:10]3=[N:11][CH:12]=[CH:13][C:14]([C:15]([OH:17])=O)=[C:9]3[N:8]=2)[CH:6]=[CH:5][CH:4]=[CH:3][CH:2]=1.[CH2:19](Cl)[CH2:20]Cl.[CH:23]1[CH:24]=[CH:25][C:26]2N(O)N=[N:29][C:27]=2[CH:28]=1.[C:33](C(C)CCCN)(=[O:35])[CH3:34].C[N:43](C=O)C. No catalyst specified. The product is [C:33]([NH:29][C:27]1[CH:28]=[CH:23][C:24]([CH2:19][CH2:20][NH:43][C:15]([C:14]2[CH:13]=[CH:12][N:11]=[C:10]3[NH:18][C:7]([C:1]4[CH:2]=[CH:3][CH:4]=[CH:5][CH:6]=4)=[N:8][C:9]=23)=[O:17])=[CH:25][CH:26]=1)(=[O:35])[CH3:34]. The yield is 0.600. (4) The reactants are [CH3:1][CH:2]([O:4][C:5]1[CH:6]=[C:7]([O:17][C:18]2[CH:23]=[CH:22][C:21]([S:24]([CH3:27])(=[O:26])=[O:25])=[CH:20][CH:19]=2)[CH:8]=[C:9]2[C:13]=1[NH:12][C:11]([C:14](=[S:16])[NH2:15])=[CH:10]2)[CH3:3].[C:28]([O:33][CH2:34][CH3:35])(=[O:32])[C:29]#[C:30][CH3:31].C(P(CCCC)CCCC)CCC.O1CCCC1. The catalyst is C1(C)C=CC=CC=1. The product is [CH3:3][CH:2]([O:4][C:5]1[CH:6]=[C:7]([O:17][C:18]2[CH:23]=[CH:22][C:21]([S:24]([CH3:27])(=[O:25])=[O:26])=[CH:20][CH:19]=2)[CH:8]=[C:9]2[C:13]=1[NH:12][C:11]([C:14]1[S:16][CH:30]([CH2:29][C:28]([O:33][CH2:34][CH3:35])=[O:32])[CH2:31][N:15]=1)=[CH:10]2)[CH3:1]. The yield is 0.410.